This data is from Forward reaction prediction with 1.9M reactions from USPTO patents (1976-2016). The task is: Predict the product of the given reaction. (1) The product is: [CH3:26][O:27][C:28](=[O:40])[C@@H:29]([O:31][C:32]1[CH:37]=[CH:36][C:35]([F:38])=[C:34]2[C:33]=1[C:4](=[O:3])[C:5]([CH2:10][C:11]1[CH:16]=[CH:15][C:14]([C:17]([N:19]3[CH2:23][CH2:22][CH2:21][CH2:20]3)=[O:18])=[CH:13][C:12]=1[Cl:24])=[C:6]([CH2:7][CH3:8])[NH:39]2)[CH3:30]. Given the reactants C([O:3][C:4](=O)[CH:5]([CH2:10][C:11]1[CH:16]=[CH:15][C:14]([C:17]([N:19]2[CH2:23][CH2:22][CH2:21][CH2:20]2)=[O:18])=[CH:13][C:12]=1[Cl:24])[C:6](=O)[CH2:7][CH3:8])C.[CH3:26][O:27][C:28](=[O:40])[C@@H:29]([O:31][C:32]1[CH:37]=[CH:36][C:35]([F:38])=[C:34]([NH2:39])[CH:33]=1)[CH3:30], predict the reaction product. (2) Given the reactants [Cl:1][C:2]1[CH:3]=[CH:4][C:5]([O:10][CH2:11][CH:12]2[CH2:14][O:13]2)=[C:6]([CH:9]=1)C=O.C1C=C(Cl)C=C(C(OO)=[O:23])C=1, predict the reaction product. The product is: [Cl:1][C:2]1[CH:3]=[CH:4][C:5]([O:10][CH2:11][CH:12]2[CH2:14][O:13]2)=[C:6]([OH:23])[CH:9]=1. (3) Given the reactants [OH-].[Li+].[CH3:3][O:4][C:5]([C:7]1[S:30][C:10]2[N:11]=[CH:12][N:13]=[C:14]([NH:15][C:16]3[CH:21]=[CH:20][C:19]([F:22])=[CH:18][C:17]=3[O:23][C@H:24]3[CH2:29][CH2:28][CH2:27][O:26][CH2:25]3)[C:9]=2[C:8]=1[CH3:31])=[O:6].[OH-].[Na+], predict the reaction product. The product is: [CH3:3][O:4][C:5]([C:7]1[S:30][C:10]2[N:11]=[CH:12][N:13]=[C:14]([NH:15][C:16]3[CH:21]=[CH:20][C:19]([F:22])=[CH:18][C:17]=3[O:23][C@H:24]3[CH2:29][CH2:28][CH2:27][O:26][CH2:25]3)[C:9]=2[C:8]=1[CH3:31])=[O:6]. (4) Given the reactants [CH3:1][O:2][C:3](=[O:17])[CH:4]([O:7][C:8]1[CH:13]=[CH:12][C:11]([Cl:14])=[CH:10][C:9]=1[CH:15]=[O:16])[CH2:5][CH3:6].[CH2:18](O)[CH2:19][OH:20].C1(C)C=CC(S(O)(=O)=O)=CC=1, predict the reaction product. The product is: [CH3:1][O:2][C:3](=[O:17])[CH:4]([O:7][C:8]1[CH:13]=[CH:12][C:11]([Cl:14])=[CH:10][C:9]=1[CH:15]1[O:20][CH2:19][CH2:18][O:16]1)[CH2:5][CH3:6]. (5) Given the reactants C[O:2][C:3]([C:5]1[CH:10]=[C:9]([N:11]2[CH2:16][CH2:15][NH:14][CH2:13][CH2:12]2)[N:8]=[C:7]([C:17]2[CH:22]=[CH:21][N:20]=[C:19]([NH:23][CH:24]3[CH2:29][CH2:28][CH2:27][CH2:26][CH2:25]3)[CH:18]=2)[CH:6]=1)=[O:4].O.O[Li].O, predict the reaction product. The product is: [CH:24]1([NH:23][C:19]2[CH:18]=[C:17]([C:7]3[CH:6]=[C:5]([C:3]([OH:4])=[O:2])[CH:10]=[C:9]([N:11]4[CH2:16][CH2:15][NH:14][CH2:13][CH2:12]4)[N:8]=3)[CH:22]=[CH:21][N:20]=2)[CH2:29][CH2:28][CH2:27][CH2:26][CH2:25]1.